Dataset: Forward reaction prediction with 1.9M reactions from USPTO patents (1976-2016). Task: Predict the product of the given reaction. (1) Given the reactants [CH3:1][N:2]([C:4]1[CH:9]=[CH:8][CH:7]=[CH:6][CH:5]=1)N.F[C:11]1C=C(Br)C=CC=1CCC(=O)C.C(O)C.Cl, predict the reaction product. The product is: [NH:2]1[C:4]2[C:9](=[CH:8][CH:7]=[CH:6][CH:5]=2)[CH:11]=[CH:1]1. (2) Given the reactants [CH3:1][C:2]1[C:3]([C:28]2[CH:33]=[CH:32][CH:31]=[C:30]([O:34][CH3:35])[CH:29]=2)=[C:4]([O:14][C:15]2[CH:20]=[CH:19][C:18](/[CH:21]=[CH:22]/[C:23]([O:25]CC)=[O:24])=[CH:17][CH:16]=2)[C:5]2[C:10]([CH:11]=1)=[CH:9][C:8]([O:12][CH3:13])=[CH:7][CH:6]=2.[Li+].[OH-].Cl, predict the reaction product. The product is: [CH3:1][C:2]1[C:3]([C:28]2[CH:33]=[CH:32][CH:31]=[C:30]([O:34][CH3:35])[CH:29]=2)=[C:4]([O:14][C:15]2[CH:16]=[CH:17][C:18](/[CH:21]=[CH:22]/[C:23]([OH:25])=[O:24])=[CH:19][CH:20]=2)[C:5]2[C:10]([CH:11]=1)=[CH:9][C:8]([O:12][CH3:13])=[CH:7][CH:6]=2.